From a dataset of Retrosynthesis with 50K atom-mapped reactions and 10 reaction types from USPTO. Predict the reactants needed to synthesize the given product. (1) Given the product CCNC(=O)Nc1cc(-c2nc(-c3cccc(OC)n3)cs2)c(-c2cncc(-c3nnc(C)o3)c2)cn1, predict the reactants needed to synthesize it. The reactants are: CCNC(=O)Nc1cc(-c2nc(-c3cccc(OC)n3)cs2)c(B(O)O)cn1.Cc1nnc(-c2cncc(Br)c2)o1. (2) The reactants are: Cc1ccc(B2OCC(C)(C)CO2)c(C#N)n1.Ic1cnccn1. Given the product Cc1ccc(-c2cnccn2)c(C#N)n1, predict the reactants needed to synthesize it. (3) Given the product CC(C)(C)OC(=O)N1CCN(C(=O)c2cccc3cccnc23)C[C@@H]1CCO, predict the reactants needed to synthesize it. The reactants are: CC(C)(C)OC(=O)N1CCNC[C@@H]1CCO.O=C(O)c1cccc2cccnc12. (4) Given the product CCCCc1nc2cc(NC=O)ccc2n1Cc1ccc(-c2ccccc2C(=O)O)cc1, predict the reactants needed to synthesize it. The reactants are: CCCCc1nc2cc(NC=O)ccc2n1Cc1ccc(-c2ccccc2C(=O)OC(C)(C)C)cc1. (5) Given the product Cc1ccc(-c2ccc(F)cc2)cc1NCC(C)C, predict the reactants needed to synthesize it. The reactants are: Cc1ccc(Br)cc1NCC(C)C.OB(O)c1ccc(F)cc1. (6) Given the product CC(=O)Nc1ccc(O)c2ccccc12, predict the reactants needed to synthesize it. The reactants are: CC(=O)OC(C)=O.Nc1ccc(O)c2ccccc12. (7) Given the product C=C(OCC)c1c(C)nc(C)nc1NCc1ccc(Br)cc1, predict the reactants needed to synthesize it. The reactants are: C=C(OCC)c1c(C)nc(C)nc1Cl.NCc1ccc(Br)cc1. (8) Given the product CCC[C@@H](C)OC(=O)OC(C)Cl, predict the reactants needed to synthesize it. The reactants are: CC(Cl)OC(=O)Cl.CCC[C@@H](C)O. (9) Given the product CCCCc1nc(Cl)c(CO)n1Cc1ccc(-c2ccccc2S(=O)(=O)NC(=O)CNC(=O)OC(C)(C)C)cc1, predict the reactants needed to synthesize it. The reactants are: CCCCc1nc(Cl)c(C=O)n1Cc1ccc(-c2ccccc2S(=O)(=O)NC(=O)CNC(=O)OC(C)(C)C)cc1. (10) Given the product COC(=O)C1CCCC(N2Cc3ccc(-c4ccc(NC(=O)c5cccc(Cl)c5)cc4)cc3C2=O)C1, predict the reactants needed to synthesize it. The reactants are: COC(=O)C1CCCC(N2Cc3ccc(-c4ccc(N)cc4)cc3C2=O)C1.O=C(Cl)c1cccc(Cl)c1.